Dataset: Full USPTO retrosynthesis dataset with 1.9M reactions from patents (1976-2016). Task: Predict the reactants needed to synthesize the given product. (1) Given the product [C:17]([CH2:16][CH2:15][C:14]1[C:13]2[C:8](=[CH:9][CH:10]=[C:11]([C:22]3[CH:27]=[CH:26][C:25]([C:28]([F:29])([F:31])[F:30])=[CH:24][N:23]=3)[CH:12]=2)[N:7]([C:32]2[CH:33]=[CH:34][C:35]([O:38][CH:39]([CH3:40])[CH3:41])=[CH:36][CH:37]=2)[C:6]=1[C:4]([OH:5])=[O:3])([OH:19])=[O:18], predict the reactants needed to synthesize it. The reactants are: C([O:3][C:4]([C:6]1[N:7]([C:32]2[CH:37]=[CH:36][C:35]([O:38][CH:39]([CH3:41])[CH3:40])=[CH:34][CH:33]=2)[C:8]2[C:13]([C:14]=1[CH2:15][CH2:16][C:17]([O:19]CC)=[O:18])=[CH:12][C:11]([C:22]1[CH:27]=[CH:26][C:25]([C:28]([F:31])([F:30])[F:29])=[CH:24][N:23]=1)=[CH:10][CH:9]=2)=[O:5])C.[OH-].[Na+].Cl. (2) Given the product [CH2:1]([O:3][C@@H:4]([CH2:10][C:11]1[CH:16]=[CH:15][C:14]([O:17][CH2:18][C@H:19]([OH:20])[C:21]2[CH:26]=[CH:25][CH:24]=[C:23]([O:27][CH3:28])[CH:22]=2)=[CH:13][CH:12]=1)[C:5]([NH:7][O:8][CH3:9])=[O:6])[CH3:2], predict the reactants needed to synthesize it. The reactants are: [CH2:1]([O:3][C@@H:4]([CH2:10][C:11]1[CH:16]=[CH:15][C:14]([O:17][CH2:18][C:19]([C:21]2[CH:26]=[CH:25][CH:24]=[C:23]([O:27][CH3:28])[CH:22]=2)=[O:20])=[CH:13][CH:12]=1)[C:5]([NH:7][O:8][CH3:9])=[O:6])[CH3:2]. (3) Given the product [Cl:1][C:2]1[CH:7]=[C:6]([N:12]2[CH2:17][CH2:16][CH2:15][C@H:14]([NH:18][C:19](=[O:25])[O:20][C:21]([CH3:23])([CH3:22])[CH3:24])[CH2:13]2)[C:5]([N+:9]([O-:11])=[O:10])=[CH:4][N:3]=1, predict the reactants needed to synthesize it. The reactants are: [Cl:1][C:2]1[CH:7]=[C:6](Cl)[C:5]([N+:9]([O-:11])=[O:10])=[CH:4][N:3]=1.[NH:12]1[CH2:17][CH2:16][CH2:15][C@H:14]([NH:18][C:19](=[O:25])[O:20][C:21]([CH3:24])([CH3:23])[CH3:22])[CH2:13]1.C(N(CC)CC)C. (4) Given the product [F:31][C:27]1[CH:26]=[C:25]([C@@H:19]([NH:18][C:16](=[O:17])[O:15][C:11]([CH3:13])([CH3:12])[CH3:14])[CH2:20][CH:21]=[O:22])[CH:30]=[CH:29][CH:28]=1, predict the reactants needed to synthesize it. The reactants are: [H-].C([Al+]CC(C)C)C(C)C.[C:11]([O:15][C:16]([NH:18][C@H:19]([C:25]1[CH:30]=[CH:29][CH:28]=[C:27]([F:31])[CH:26]=1)[CH2:20][C:21](OC)=[O:22])=[O:17])([CH3:14])([CH3:13])[CH3:12].CO.Cl. (5) Given the product [Br:1][CH:2]([C:5]1[N:6]=[C:7]2[CH:15]=[CH:14][CH:13]=[C:12]([CH3:16])[N:8]2[C:9](=[O:11])[C:10]=1[I:17])[CH2:3][CH3:4], predict the reactants needed to synthesize it. The reactants are: [Br:1][CH:2]([C:5]1[N:6]=[C:7]2[CH:15]=[CH:14][CH:13]=[C:12]([CH3:16])[N:8]2[C:9](=[O:11])[CH:10]=1)[CH2:3][CH3:4].[I:17]N1C(=O)CCC1=O. (6) The reactants are: [NH2:1][C:2]1[CH:11]=[C:10]2[C:5]([CH:6]=[CH:7][CH:8]=[C:9]2[N:12]2[CH2:17][CH2:16][N:15]([CH3:18])[CH2:14][CH2:13]2)=[CH:4][CH:3]=1.Cl[C:20]([O:22][CH2:23][C:24]1[CH:29]=[CH:28][CH:27]=[CH:26][CH:25]=1)=[O:21].C(=O)([O-])[O-].[K+].[K+].O. Given the product [CH2:23]([O:22][C:20]([NH:1][C:2]1[CH:11]=[C:10]2[C:5]([CH:6]=[CH:7][CH:8]=[C:9]2[N:12]2[CH2:17][CH2:16][N:15]([CH3:18])[CH2:14][CH2:13]2)=[CH:4][CH:3]=1)=[O:21])[C:24]1[CH:29]=[CH:28][CH:27]=[CH:26][CH:25]=1, predict the reactants needed to synthesize it. (7) The reactants are: [Br:1][C:2]1[CH:10]=[CH:9][CH:8]=[C:7]2[C:3]=1[C:4]([NH2:11])=[N:5][NH:6]2.CC1(C)OC(=O)[CH:16]([C:20]([CH:22]2[CH2:27][CH2:26][N:25]([C:28]([O:30][C:31]([CH3:34])([CH3:33])[CH3:32])=[O:29])[CH2:24][CH2:23]2)=O)[C:15](=O)[O:14]1.P([O-])([O-])([O-])=O.[K+].[K+].[K+]. Given the product [Br:1][C:2]1[C:3]2[C:7]([CH:8]=[CH:9][CH:10]=1)=[N:6][N:5]1[C:20]([CH:22]3[CH2:27][CH2:26][N:25]([C:28]([O:30][C:31]([CH3:34])([CH3:33])[CH3:32])=[O:29])[CH2:24][CH2:23]3)=[CH:16][C:15](=[O:14])[NH:11][C:4]=21, predict the reactants needed to synthesize it. (8) Given the product [CH2:1]([O:3][C:4](=[O:35])[C:5]1[CH:10]=[C:9]([C:11]2[CH2:15][CH2:14][CH2:13][C:12]=2[C:16]2[CH:21]=[C:20]([C:22]([F:25])([F:24])[F:23])[CH:19]=[CH:18][C:17]=2[O:26][CH2:27][C:28]2[CH:33]=[CH:32][CH:31]=[CH:30][CH:29]=2)[CH:8]=[C:7]([NH:34][S:43]([CH3:42])(=[O:45])=[O:44])[CH:6]=1)[CH3:2], predict the reactants needed to synthesize it. The reactants are: [CH2:1]([O:3][C:4](=[O:35])[C:5]1[CH:10]=[C:9]([C:11]2[CH2:15][CH2:14][CH2:13][C:12]=2[C:16]2[CH:21]=[C:20]([C:22]([F:25])([F:24])[F:23])[CH:19]=[CH:18][C:17]=2[O:26][CH2:27][C:28]2[CH:33]=[CH:32][CH:31]=[CH:30][CH:29]=2)[CH:8]=[C:7]([NH2:34])[CH:6]=1)[CH3:2].N1C=CC=CC=1.[CH3:42][S:43](Cl)(=[O:45])=[O:44].O.